Dataset: Full USPTO retrosynthesis dataset with 1.9M reactions from patents (1976-2016). Task: Predict the reactants needed to synthesize the given product. (1) Given the product [C:54]1([CH3:64])[CH:55]=[CH:56][C:57]([S:60]([OH:63])(=[O:61])=[O:62])=[CH:58][CH:59]=1.[CH3:42][O:43][C:44](=[O:53])[C@H:45]([CH2:47][CH2:48][C:49]([O:51][CH3:52])=[O:50])[NH:46][C:17](=[O:19])[C:16]1[CH:20]=[CH:21][C:13]([CH2:12][CH2:11][C:10]2[C:5]3[C:4](=[O:22])[N:3]=[C:2]([NH2:1])[NH:7][C:6]=3[NH:8][CH:9]=2)=[CH:14][CH:15]=1, predict the reactants needed to synthesize it. The reactants are: [NH2:1][C:2]1[NH:7][C:6]2[NH:8][CH:9]=[C:10]([CH2:11][CH2:12][C:13]3[CH:21]=[CH:20][C:16]([C:17]([OH:19])=O)=[CH:15][CH:14]=3)[C:5]=2[C:4](=[O:22])[N:3]=1.CN1CCOCC1.ClC1N=C(OC)N=C(OC)N=1.Cl.[CH3:42][O:43][C:44](=[O:53])[C@H:45]([CH2:47][CH2:48][C:49]([O:51][CH3:52])=[O:50])[NH2:46].[C:54]1([CH3:64])[CH:59]=[CH:58][C:57]([S:60]([OH:63])(=[O:62])=[O:61])=[CH:56][CH:55]=1. (2) Given the product [CH:14]([NH:13][C:11]1[C:10]2[C:5](=[CH:6][CH:7]=[CH:8][CH:9]=2)[N:4]=[C:3]([CH2:2][NH:1][S:27]([C:17]2[C:26]3[C:21](=[CH:22][CH:23]=[CH:24][CH:25]=3)[CH:20]=[CH:19][CH:18]=2)(=[O:29])=[O:28])[N:12]=1)([CH3:16])[CH3:15], predict the reactants needed to synthesize it. The reactants are: [NH2:1][CH2:2][C:3]1[N:12]=[C:11]([NH:13][CH:14]([CH3:16])[CH3:15])[C:10]2[C:5](=[CH:6][CH:7]=[CH:8][CH:9]=2)[N:4]=1.[C:17]1([S:27](Cl)(=[O:29])=[O:28])[C:26]2[C:21](=[CH:22][CH:23]=[CH:24][CH:25]=2)[CH:20]=[CH:19][CH:18]=1.N1C=CC=CC=1. (3) Given the product [NH2:1][C:3]1[C:4]([C:14]([F:17])([F:16])[F:15])=[N:5][NH:6][C:7]=1[C:8]1[CH:13]=[CH:12][CH:11]=[CH:10][CH:9]=1, predict the reactants needed to synthesize it. The reactants are: [N:1]([C:3]1[C:4]([C:14]([F:17])([F:16])[F:15])=[N:5][NH:6][C:7]=1[C:8]1[CH:13]=[CH:12][CH:11]=[CH:10][CH:9]=1)=O. (4) Given the product [C:1]([O:5][C:6]([N:8]1[CH2:13][CH:12]([CH3:14])[N:11]([C:26]([O:25][CH3:24])=[O:29])[CH:10]([CH3:15])[CH:9]1[CH3:16])=[O:7])([CH3:2])([CH3:3])[CH3:4], predict the reactants needed to synthesize it. The reactants are: [C:1]([O:5][C:6]([N:8]1[CH2:13][CH:12]([CH3:14])[NH:11][CH:10]([CH3:15])[C:9]1=[C:16]=O)=[O:7])([CH3:4])([CH3:3])[CH3:2].C(=O)([O-])[O-].[K+].[K+].[CH3:24][O:25][C:26](=[O:29])CBr.CN(C=O)C. (5) Given the product [NH2:1][C:2]1[S:3][C:4]2[CH2:13][CH2:12][CH2:11][CH2:10][C:5]=2[C:6]=1[C:7]([N:30]1[CH2:31][CH2:32][CH:27]([N:23]2[CH2:24][CH2:25][CH2:26][C:20]3([C:19](=[O:33])[O:18][C:17]([CH3:16])([CH3:34])[CH2:21]3)[CH2:22]2)[CH2:28][CH2:29]1)=[O:9], predict the reactants needed to synthesize it. The reactants are: [NH2:1][C:2]1[S:3][C:4]2[CH2:13][CH2:12][CH2:11][CH2:10][C:5]=2[C:6]=1[C:7]([OH:9])=O.Cl.Cl.[CH3:16][C:17]1([CH3:34])[CH2:21][C:20]2([CH2:26][CH2:25][CH2:24][N:23]([CH:27]3[CH2:32][CH2:31][NH:30][CH2:29][CH2:28]3)[CH2:22]2)[C:19](=[O:33])[O:18]1.C(OC(C)C)(C)C. (6) Given the product [C:1]([N:4]1[CH2:9][CH2:8][C:7]2[N:30]=[C:29]([C:26]3[CH:25]=[CH:24][C:23]([S:22][C@H:20]4[CH2:19][C@H:18]([N:12]5[CH2:17][CH2:16][CH2:15][CH2:14][CH2:13]5)[CH2:21]4)=[CH:28][CH:27]=3)[S:31][C:6]=2[CH2:5]1)(=[O:3])[CH3:2], predict the reactants needed to synthesize it. The reactants are: [C:1]([N:4]1[CH2:9][CH2:8][C:7](=O)[CH:6](Br)[CH2:5]1)(=[O:3])[CH3:2].[N:12]1([C@H:18]2[CH2:21][C@H:20]([S:22][C:23]3[CH:28]=[CH:27][C:26]([C:29](=[S:31])[NH2:30])=[CH:25][CH:24]=3)[CH2:19]2)[CH2:17][CH2:16][CH2:15][CH2:14][CH2:13]1.Br.C(N1CCC(=O)C(Br)C1)(=O)C.C(OCC)(=O)C. (7) Given the product [OH:43][C@H:42]([CH2:41][OH:40])[CH2:44][CH2:45][NH:46][C:25]([CH:17]1[CH:16]([C:28]2[CH:33]=[CH:32][CH:31]=[C:30]([Cl:34])[C:29]=2[F:35])[C:15]([C:12]2[CH:13]=[CH:14][C:9]([Br:8])=[CH:10][CH:11]=2)([C:36]#[N:37])[CH:19]([CH2:20][C:21]([CH3:24])([CH3:23])[CH3:22])[NH:18]1)=[O:26], predict the reactants needed to synthesize it. The reactants are: FC(F)(F)C(O)=O.[Br:8][C:9]1[CH:14]=[CH:13][C:12]([C:15]2([C:36]#[N:37])[CH:19]([CH2:20][C:21]([CH3:24])([CH3:23])[CH3:22])[NH:18][CH:17]([C:25](O)=[O:26])[CH:16]2[C:28]2[CH:33]=[CH:32][CH:31]=[C:30]([Cl:34])[C:29]=2[F:35])=[CH:11][CH:10]=1.CC1(C)[O:43][C@@H:42]([CH2:44][CH2:45][NH2:46])[CH2:41][O:40]1.CN(C(ON1N=NC2C=CC=NC1=2)=[N+](C)C)C.F[P-](F)(F)(F)(F)F.CCN(C(C)C)C(C)C.Cl. (8) Given the product [C:3]([C:5]1[CH:10]=[CH:9][CH:8]=[CH:7][C:6]=1[C:11]1[CH:12]=[CH:13][C:14]([CH2:15][C:16]23[C:24](=[O:25])[N:23]([C:26]4[CH:27]=[C:28]([Cl:33])[CH:29]=[C:30]([Cl:32])[CH:31]=4)[C:22](=[O:34])[N:21]2[CH2:20][CH2:19][CH2:18][CH2:17]3)=[CH:35][CH:36]=1)([OH:4])=[O:2], predict the reactants needed to synthesize it. The reactants are: C[O:2][C:3]([C:5]1[CH:10]=[CH:9][CH:8]=[CH:7][C:6]=1[C:11]1[CH:36]=[CH:35][C:14]([CH2:15][C:16]23[C:24](=[O:25])[N:23]([C:26]4[CH:31]=[C:30]([Cl:32])[CH:29]=[C:28]([Cl:33])[CH:27]=4)[C:22](=[O:34])[N:21]2[CH2:20][CH2:19][CH2:18][CH2:17]3)=[CH:13][CH:12]=1)=[O:4].[OH-].[Na+].Cl.